This data is from Full USPTO retrosynthesis dataset with 1.9M reactions from patents (1976-2016). The task is: Predict the reactants needed to synthesize the given product. (1) Given the product [NH2:32][C:41]1[CH:42]=[C:43]([C:14]2[CH:15]=[CH:16][C:17]([C:20]([OH:23])([CH3:22])[CH3:21])=[N:18][CH:19]=2)[CH:44]=[CH:45][CH:46]=1, predict the reactants needed to synthesize it. The reactants are: C(C1C=C(B(O)O)C=CC=1)(=O)C.Br[C:14]1[CH:15]=[CH:16][C:17]([C:20]([OH:23])([CH3:22])[CH3:21])=[N:18][CH:19]=1.C(NC(C1C(=O)C2C(=NC=CC=2)[N:32]([C:41]2[CH:46]=[CH:45][CH:44]=[C:43](Br)[CH:42]=2)C=1)=O)(C)C. (2) Given the product [CH3:16][O:15][C:12]1[CH:13]=[CH:14][C:9]([NH:8][C:6](=[O:7])[C:5]2[CH:17]=[CH:18][C:2]([C:21]3[CH:22]=[C:23]([C:24](=[O:25])[NH:26][N:27]4[NH:31][CH:30]=[CH:29][S:28]4)[CH:32]=[CH:33][C:20]=3[CH3:19])=[N:3][CH:4]=2)=[CH:10][CH:11]=1, predict the reactants needed to synthesize it. The reactants are: Cl[C:2]1[CH:18]=[CH:17][C:5]([C:6]([NH:8][C:9]2[CH:14]=[CH:13][C:12]([O:15][CH3:16])=[CH:11][CH:10]=2)=[O:7])=[CH:4][N:3]=1.[CH3:19][C:20]1[CH:33]=[CH:32][C:23]([C:24]([NH:26][N:27]2[NH:31][CH:30]=[CH:29][S:28]2)=[O:25])=[CH:22][C:21]=1B1OC(C)(C)C(C)(C)O1. (3) Given the product [Br:1][C:2]1[CH:3]=[C:4]([CH:9]=[CH:10][C:11]=1[CH2:12][N:13]([CH:26]1[CH2:27][CH2:28][CH:29]([C:32]([CH3:35])([CH3:34])[CH3:33])[CH2:30][CH2:31]1)[C:14]1[N:18]([CH3:19])[C:17]2[CH:20]=[CH:21][C:22]([OH:24])=[CH:23][C:16]=2[N:15]=1)[C:5]([O:7][CH3:8])=[O:6], predict the reactants needed to synthesize it. The reactants are: [Br:1][C:2]1[CH:3]=[C:4]([CH:9]=[CH:10][C:11]=1[CH2:12][N:13]([CH:26]1[CH2:31][CH2:30][CH:29]([C:32]([CH3:35])([CH3:34])[CH3:33])[CH2:28][CH2:27]1)[C:14]1[N:18]([CH3:19])[C:17]2[CH:20]=[CH:21][C:22]([O:24]C)=[CH:23][C:16]=2[N:15]=1)[C:5]([O:7][CH3:8])=[O:6].B(Br)(Br)Br. (4) The reactants are: C([O:4][CH2:5][C:6]1[CH:11]=[C:10]([C:12]([N:14]2[CH2:19][CH2:18][CH:17]([N:20]3[CH2:23][C:22]([CH2:46][C:47]#[N:48])([N:24]4[CH:28]=[C:27]([C:29]5[C:30]6[CH:37]=[CH:36][N:35]([CH2:38][O:39][CH2:40][CH2:41][Si:42]([CH3:45])([CH3:44])[CH3:43])[C:31]=6[N:32]=[CH:33][N:34]=5)[CH:26]=[N:25]4)[CH2:21]3)[CH2:16][CH2:15]2)=[O:13])[N:9]=[C:8]([C:49]([F:52])([F:51])[F:50])[N:7]=1)(=O)C.O.[OH-].[Li+].Cl. Given the product [OH:4][CH2:5][C:6]1[N:7]=[C:8]([C:49]([F:51])([F:50])[F:52])[N:9]=[C:10]([C:12]([N:14]2[CH2:19][CH2:18][CH:17]([N:20]3[CH2:23][C:22]([CH2:46][C:47]#[N:48])([N:24]4[CH:28]=[C:27]([C:29]5[C:30]6[CH:37]=[CH:36][N:35]([CH2:38][O:39][CH2:40][CH2:41][Si:42]([CH3:43])([CH3:44])[CH3:45])[C:31]=6[N:32]=[CH:33][N:34]=5)[CH:26]=[N:25]4)[CH2:21]3)[CH2:16][CH2:15]2)=[O:13])[CH:11]=1, predict the reactants needed to synthesize it. (5) Given the product [O:1]1[C:5]2[CH:6]=[CH:7][C:8]([C:10]3([C:13]([NH:15][C:16]4[CH:17]=[N:18][C:19]([CH2:22][C:23]5[CH:28]=[CH:27][CH:26]=[CH:25][CH:24]=5)=[CH:20][CH:21]=4)=[O:14])[CH2:11][CH2:12]3)=[CH:9][C:4]=2[O:3][CH2:2]1, predict the reactants needed to synthesize it. The reactants are: [O:1]1[C:5]2[CH:6]=[CH:7][C:8]([C:10]3([C:13]([NH:15][C:16]4[CH:17]=[N:18][C:19]([CH2:22][C:23]5[CH:28]=[CH:27][CH:26]=[CH:25][C:24]=5OC)=[CH:20][CH:21]=4)=[O:14])[CH2:12][CH2:11]3)=[CH:9][C:4]=2[O:3][CH2:2]1.[Br-].C([Zn+])C1C=CC=CC=1.O1C2C=CC(C3(C(NC4C=NC(Br)=CC=4)=O)CC3)=CC=2OC1. (6) Given the product [F:48][C:49]1[CH:50]=[CH:51][C:52]([OH:58])=[C:53]([CH:57]=1)[C:54]([N:2]([CH3:1])[CH2:3][CH2:4][CH2:5][CH2:6][CH2:7][CH2:8][CH2:9][CH2:10][CH2:11][N:12]1[CH2:13][CH2:14][CH:15]([O:18][C:19](=[O:33])[NH:20][C:21]2[CH:26]=[CH:25][CH:24]=[CH:23][C:22]=2[C:27]2[CH:28]=[CH:29][CH:30]=[CH:31][CH:32]=2)[CH2:16][CH2:17]1)=[O:56], predict the reactants needed to synthesize it. The reactants are: [CH3:1][NH:2][CH2:3][CH2:4][CH2:5][CH2:6][CH2:7][CH2:8][CH2:9][CH2:10][CH2:11][N:12]1[CH2:17][CH2:16][CH:15]([O:18][C:19](=[O:33])[NH:20][C:21]2[CH:26]=[CH:25][CH:24]=[CH:23][C:22]=2[C:27]2[CH:32]=[CH:31][CH:30]=[CH:29][CH:28]=2)[CH2:14][CH2:13]1.C1(N)C(F)=C(F)C(F)=C(N)C=1F.Cl.Cl.[F:48][C:49]1[CH:50]=[CH:51][C:52]([OH:58])=[C:53]([CH:57]=1)[C:54]([OH:56])=O. (7) Given the product [F:18][C:12]1([F:19])[C:9]2[C:4](=[N:5][CH:6]=[C:7]([F:10])[CH:8]=2)[NH:3][C:13]1=[O:14], predict the reactants needed to synthesize it. The reactants are: OO.[NH2:3][C:4]1[CH:9]=[CH:8][C:7]([F:10])=[CH:6][N:5]=1.Br[C:12]([F:19])([F:18])[C:13](OCC)=[O:14].S(=O)(=O)(O)O.